Dataset: NCI-60 drug combinations with 297,098 pairs across 59 cell lines. Task: Regression. Given two drug SMILES strings and cell line genomic features, predict the synergy score measuring deviation from expected non-interaction effect. (1) Drug 1: C1CCC(C1)C(CC#N)N2C=C(C=N2)C3=C4C=CNC4=NC=N3. Drug 2: C1=CC(=C2C(=C1NCCNCCO)C(=O)C3=C(C=CC(=C3C2=O)O)O)NCCNCCO. Cell line: MDA-MB-435. Synergy scores: CSS=37.1, Synergy_ZIP=20.8, Synergy_Bliss=20.1, Synergy_Loewe=-7.67, Synergy_HSA=14.6. (2) Drug 1: COC1=C(C=C2C(=C1)N=CN=C2NC3=CC(=C(C=C3)F)Cl)OCCCN4CCOCC4. Drug 2: CS(=O)(=O)CCNCC1=CC=C(O1)C2=CC3=C(C=C2)N=CN=C3NC4=CC(=C(C=C4)OCC5=CC(=CC=C5)F)Cl. Cell line: SK-MEL-28. Synergy scores: CSS=22.9, Synergy_ZIP=4.94, Synergy_Bliss=8.51, Synergy_Loewe=6.37, Synergy_HSA=6.09.